From a dataset of Catalyst prediction with 721,799 reactions and 888 catalyst types from USPTO. Predict which catalyst facilitates the given reaction. Reactant: COC(=O)[C:4]1[CH:9]=[CH:8][CH:7]=[C:6]([CH2:10][O:11][C:12]2[CH:17]=[CH:16][C:15]([C:18]3[CH:23]=[C:22]([F:24])[C:21]([F:25])=[CH:20][C:19]=3[O:26][CH3:27])=[CH:14][CH:13]=2)[C:5]=1[NH:28][N:29]([C:36]([O:38]C(C)(C)C)=O)[C:30]1[CH:31]=[N:32][CH:33]=[CH:34][CH:35]=1.Cl. Product: [F:25][C:21]1[C:22]([F:24])=[CH:23][C:18]([C:15]2[CH:14]=[CH:13][C:12]([O:11][CH2:10][C:6]3[CH:7]=[CH:8][CH:9]=[C:4]4[C:5]=3[NH:28][N:29]([C:30]3[CH:31]=[N:32][CH:33]=[CH:34][CH:35]=3)[C:36]4=[O:38])=[CH:17][CH:16]=2)=[C:19]([O:26][CH3:27])[CH:20]=1. The catalyst class is: 1.